This data is from Reaction yield outcomes from USPTO patents with 853,638 reactions. The task is: Predict the reaction yield, written as a fraction of the theoretical maximum amount of product (1.0 means a 100% yield; for example, 0.34 means a 34% yield). (1) The reactants are [Cl:1][C:2]1[N:7]=[CH:6][C:5]([NH:8][C:9]([C:11]2[CH:16]=[C:15]([CH3:17])[C:14](=[O:18])[N:13]([CH3:19])[CH:12]=2)=O)=[C:4]([NH:20][CH:21]([C:23]2[CH:28]=[CH:27][CH:26]=[CH:25][N:24]=2)[CH3:22])[CH:3]=1. The catalyst is C(O)(=O)C. The product is [Cl:1][C:2]1[N:7]=[CH:6][C:5]2[N:8]=[C:9]([C:11]3[CH:16]=[C:15]([CH3:17])[C:14](=[O:18])[N:13]([CH3:19])[CH:12]=3)[N:20]([CH:21]([C:23]3[CH:28]=[CH:27][CH:26]=[CH:25][N:24]=3)[CH3:22])[C:4]=2[CH:3]=1. The yield is 0.219. (2) The yield is 0.650. The catalyst is C1COCC1.C(OCC)(=O)C.CC(C)([P](C(C)(C)C)([Pd][P](C(C)(C)C)(C(C)(C)C)C(C)(C)C)C(C)(C)C)C. The product is [CH2:12]([C:2]1[CH:3]=[CH:4][C:5]2[S:9][CH:8]=[CH:7][C:6]=2[CH:10]=1)[C:13]1[CH:18]=[CH:17][CH:16]=[CH:15][CH:14]=1. The reactants are Br[C:2]1[CH:3]=[CH:4][C:5]2[S:9][CH:8]=[CH:7][C:6]=2[CH:10]=1.[Br-].[CH2:12]([Zn+])[C:13]1[CH:18]=[CH:17][CH:16]=[CH:15][CH:14]=1. (3) The reactants are C([O:8][C:9]1[C:35]([O:36][CH3:37])=[CH:34][C:12]2[CH:13]=[C:14]3[C:19](=[CH:20][C:11]=2[CH:10]=1)[N:18]=[CH:17][C:16]([C:21]#[N:22])=[C:15]3[NH:23][C:24]1[CH:29]=[C:28]([O:30][CH3:31])[C:27]([F:32])=[CH:26][C:25]=1[Cl:33])C1C=CC=CC=1. The catalyst is C(Cl)Cl.CN(C)C=O.[Pd]. The product is [Cl:33][C:25]1[CH:26]=[C:27]([F:32])[C:28]([O:30][CH3:31])=[CH:29][C:24]=1[NH:23][C:15]1[C:14]2[C:19](=[CH:20][C:11]3[CH:10]=[C:9]([OH:8])[C:35]([O:36][CH3:37])=[CH:34][C:12]=3[CH:13]=2)[N:18]=[CH:17][C:16]=1[C:21]#[N:22]. The yield is 0.950. (4) The reactants are C([O-])([O-])=O.[K+].[K+].[OH-].[K+].C(O/[CH:14]=[CH:15]/[C:16]1[C:21]([Cl:22])=[CH:20][N:19]=[C:18]([Cl:23])[N:17]=1)CCC.[I-].[NH2:25][N+:26]1[CH:31]=[CH:30][CH:29]=[CH:28][CH:27]=1. The catalyst is CS(C)=O.O. The product is [Cl:23][C:18]1[N:17]=[C:16]([C:15]2[CH:14]=[N:25][N:26]3[CH:31]=[CH:30][CH:29]=[CH:28][C:27]=23)[C:21]([Cl:22])=[CH:20][N:19]=1. The yield is 0.200. (5) The reactants are [C:1]([O:5][C:6]([C:8]1[CH:9]=[C:10]([C:14]2[C:19]([CH3:20])=[CH:18][CH:17]=[CH:16][N+:15]=2[O-])[CH:11]=[CH:12][CH:13]=1)=[O:7])([CH3:4])([CH3:3])[CH3:2].[N:22]1C=CC=CC=1.CS(OS(C)(=O)=O)(=O)=O.C(CN)O. The catalyst is CC#N.O. The product is [C:1]([O:5][C:6](=[O:7])[C:8]1[CH:13]=[CH:12][CH:11]=[C:10]([C:14]2[C:19]([CH3:20])=[CH:18][CH:17]=[C:16]([NH2:22])[N:15]=2)[CH:9]=1)([CH3:4])([CH3:3])[CH3:2]. The yield is 0.530. (6) The reactants are O1CCCOB1[C:7]1[CH:14]=[CH:13][CH:12]=[CH:11][C:8]=1[C:9]#[N:10].Br[C:16]1[CH:22]=[C:21]([CH2:23][CH2:24][CH2:25][CH2:26][CH2:27][CH3:28])[CH:20]=[CH:19][C:17]=1[NH2:18].C(=O)([O-])[O-].[K+].[K+].CCO. The catalyst is C1(C)C=CC=CC=1.C1C=CC([P]([Pd]([P](C2C=CC=CC=2)(C2C=CC=CC=2)C2C=CC=CC=2)([P](C2C=CC=CC=2)(C2C=CC=CC=2)C2C=CC=CC=2)[P](C2C=CC=CC=2)(C2C=CC=CC=2)C2C=CC=CC=2)(C2C=CC=CC=2)C2C=CC=CC=2)=CC=1. The product is [CH2:23]([C:21]1[CH:22]=[CH:16][C:17]2[C:19](=[C:7]3[C:8](=[C:9]([NH2:10])[N:18]=2)[CH:11]=[CH:12][CH:13]=[CH:14]3)[CH:20]=1)[CH2:24][CH2:25][CH2:26][CH2:27][CH3:28]. The yield is 0.398. (7) The reactants are [N:1]1([C:7]2[N:12]=[C:11]([N:13]3[CH:18]4[CH2:19][CH2:20][CH:14]3[CH2:15][O:16][CH2:17]4)[N:10]=[C:9]([C:21]3[CH:27]=[CH:26][C:24]([NH2:25])=[CH:23][CH:22]=3)[N:8]=2)[CH2:6][CH2:5][O:4][CH2:3][CH2:2]1.ClC(Cl)(O[C:32](=[O:38])OC(Cl)(Cl)Cl)Cl.[NH2:40][C:41]1[CH:48]=[CH:47][C:44]([C:45]#[N:46])=[CH:43][CH:42]=1. No catalyst specified. The product is [C:45]([C:44]1[CH:47]=[CH:48][C:41]([NH:40][C:32]([NH:25][C:24]2[CH:26]=[CH:27][C:21]([C:9]3[N:8]=[C:7]([N:1]4[CH2:2][CH2:3][O:4][CH2:5][CH2:6]4)[N:12]=[C:11]([N:13]4[CH:14]5[CH2:20][CH2:19][CH:18]4[CH2:17][O:16][CH2:15]5)[N:10]=3)=[CH:22][CH:23]=2)=[O:38])=[CH:42][CH:43]=1)#[N:46]. The yield is 0.460. (8) The reactants are C[O:2][C:3](=[O:24])[C:4]1[CH:9]=[C:8]([C:10]2[S:11][CH:12]=[C:13]([C:15]3[CH:20]=[CH:19][C:18]([Cl:21])=[C:17]([Cl:22])[CH:16]=3)[N:14]=2)[CH:7]=[CH:6][C:5]=1Br.[F:25][C:26]1[C:31]([F:32])=[CH:30][C:29]([F:33])=[CH:28][C:27]=1B(O)O. No catalyst specified. The product is [Cl:22][C:17]1[CH:16]=[C:15]([C:13]2[N:14]=[C:10]([C:8]3[CH:9]=[C:4]([C:3]([OH:2])=[O:24])[C:5]([C:27]4[CH:28]=[C:29]([F:33])[CH:30]=[C:31]([F:32])[C:26]=4[F:25])=[CH:6][CH:7]=3)[S:11][CH:12]=2)[CH:20]=[CH:19][C:18]=1[Cl:21]. The yield is 0.240. (9) The reactants are [CH3:1][O:2][C:3]1[CH:12]=[C:11]2[C:6]([NH:7][C:8](=O)[C:9](=[O:22])[N:10]2[CH2:13][C:14]2[CH:19]=[CH:18][C:17]([O:20][CH3:21])=[CH:16][CH:15]=2)=[CH:5][C:4]=1[C:24]([O:26][CH3:27])=[O:25].O=P(Cl)(Cl)[Cl:30]. The catalyst is C1(C)C=CC=CC=1. The product is [Cl:30][C:8]1[C:9](=[O:22])[N:10]([CH2:13][C:14]2[CH:19]=[CH:18][C:17]([O:20][CH3:21])=[CH:16][CH:15]=2)[C:11]2[C:6]([N:7]=1)=[CH:5][C:4]([C:24]([O:26][CH3:27])=[O:25])=[C:3]([O:2][CH3:1])[CH:12]=2. The yield is 0.650. (10) The reactants are Cl[C:2]1[C:3]([CH3:22])=[N:4][C:5]2[C:10]([N:11]=1)=[C:9]([C:12]1[NH:20][C:19]3[CH2:18][CH2:17][NH:16][C:15](=[O:21])[C:14]=3[CH:13]=1)[CH:8]=[CH:7][CH:6]=2.[F:23][C:24]1[CH:29]=[CH:28][CH:27]=[CH:26][C:25]=1B(O)O.C([O-])([O-])=O.[Na+].[Na+].CO.C(Cl)Cl. The catalyst is O1CCOCC1.O.C1C=CC([P]([Pd]([P](C2C=CC=CC=2)(C2C=CC=CC=2)C2C=CC=CC=2)([P](C2C=CC=CC=2)(C2C=CC=CC=2)C2C=CC=CC=2)[P](C2C=CC=CC=2)(C2C=CC=CC=2)C2C=CC=CC=2)(C2C=CC=CC=2)C2C=CC=CC=2)=CC=1. The product is [F:23][C:24]1[CH:29]=[CH:28][CH:27]=[CH:26][C:25]=1[C:2]1[C:3]([CH3:22])=[N:4][C:5]2[C:10]([N:11]=1)=[C:9]([C:12]1[NH:20][C:19]3[CH2:18][CH2:17][NH:16][C:15](=[O:21])[C:14]=3[CH:13]=1)[CH:8]=[CH:7][CH:6]=2. The yield is 0.910.